Dataset: Reaction yield outcomes from USPTO patents with 853,638 reactions. Task: Predict the reaction yield, written as a fraction of the theoretical maximum amount of product (1.0 means a 100% yield; for example, 0.34 means a 34% yield). (1) The reactants are [C:1]1([CH3:11])[CH:6]=[CH:5][C:4](/[CH:7]=[CH:8]/[CH:9]=[O:10])=[CH:3][CH:2]=1.Br[CH2:13][C:14]1[CH:27]=[CH:26][CH:25]=[CH:24][C:15]=1[O:16][Si](C(C)(C)C)(C)C. No catalyst specified. The product is [C:1]1([CH3:11])[CH:2]=[CH:3][C:4]([C@H:7]2[CH2:8][C:9](=[O:10])[O:16][C:15]3[CH:24]=[CH:25][CH:26]=[CH:27][C:14]=3[CH2:13]2)=[CH:5][CH:6]=1. The yield is 0.590. (2) The reactants are C(=O)([S:3][C:4]1[S:5][CH:6]=[CH:7][C:8]=1[NH:9][C:10](=O)[CH3:11])C.CC1C=CC(S(O)(=O)=O)=CC=1.O. The catalyst is CCO. The product is [CH3:11][C:10]1[S:3][C:4]2[S:5][CH:6]=[CH:7][C:8]=2[N:9]=1. The yield is 0.520. (3) The reactants are C([O:3][C:4]([C:6]1[C:7]([C:11]2[CH:16]=[CH:15][C:14]([F:17])=[CH:13][N:12]=2)=[N:8][O:9][CH:10]=1)=O)C.[H-].[Al+3].[Li+].[H-].[H-].[H-].O.[OH-].[Na+]. The catalyst is C1COCC1. The product is [F:17][C:14]1[CH:15]=[CH:16][C:11]([C:7]2[C:6]([CH2:4][OH:3])=[CH:10][O:9][N:8]=2)=[N:12][CH:13]=1. The yield is 0.300. (4) The yield is 0.720. The reactants are Cl[C:2]1[CH:7]=[CH:6][CH:5]=[CH:4][C:3]=1[N+:8]([O-:10])=[O:9].[C:11]([O:15][C:16]([N:18]1[CH2:23][CH:22]=[C:21](B2OC(C)(C)C(C)(C)O2)[CH2:20][CH2:19]1)=[O:17])([CH3:14])([CH3:13])[CH3:12].[O-]P([O-])([O-])=O.[K+].[K+].[K+]. The product is [C:11]([O:15][C:16]([N:18]1[CH2:19][CH:20]=[C:21]([C:2]2[CH:7]=[CH:6][CH:5]=[CH:4][C:3]=2[N+:8]([O-:10])=[O:9])[CH2:22][CH2:23]1)=[O:17])([CH3:14])([CH3:12])[CH3:13]. The catalyst is C1C=CC(/C=C/C(/C=C/C2C=CC=CC=2)=O)=CC=1.C1C=CC(/C=C/C(/C=C/C2C=CC=CC=2)=O)=CC=1.C1C=CC(/C=C/C(/C=C/C2C=CC=CC=2)=O)=CC=1.[Pd].[Pd].COC1C=CC=C(OC)C=1C1C=CC=CC=1P(C1CCCCC1)C1CCCCC1.